Dataset: Full USPTO retrosynthesis dataset with 1.9M reactions from patents (1976-2016). Task: Predict the reactants needed to synthesize the given product. (1) Given the product [CH2:1]([N:5]1[C:18](=[O:19])[C:17]2[C:12](=[CH:13][CH:14]=[CH:15][CH:16]=2)[C:11]2[CH:10]=[C:9]([CH:20]=[O:21])[CH:8]=[CH:7][C:6]1=2)[CH2:2][CH2:3][CH3:4], predict the reactants needed to synthesize it. The reactants are: [CH2:1]([N:5]1[C:18](=[O:19])[C:17]2[C:12](=[CH:13][CH:14]=[CH:15][CH:16]=2)[C:11]2[CH:10]=[C:9]([CH2:20][OH:21])[CH:8]=[CH:7][C:6]1=2)[CH2:2][CH2:3][CH3:4]. (2) Given the product [Cl:1][C:2]1[CH:10]=[CH:9][C:8]2[N:7]([CH2:25][CH2:24][C:21]3[CH:22]=[CH:23][C:18]([NH:17][CH3:16])=[N:19][CH:20]=3)[C:6]3[CH2:11][CH2:12][N:13]([CH3:15])[CH2:14][C:5]=3[C:4]=2[CH:3]=1, predict the reactants needed to synthesize it. The reactants are: [Cl:1][C:2]1[CH:10]=[CH:9][C:8]2[NH:7][C:6]3[CH2:11][CH2:12][N:13]([CH3:15])[CH2:14][C:5]=3[C:4]=2[CH:3]=1.[CH3:16][NH:17][C:18]1[CH:23]=[CH:22][C:21]([CH:24]=[CH2:25])=[CH:20][N:19]=1.[OH-].[K+]. (3) Given the product [C:1]([O:4][C@H:5]1[CH2:22][CH2:21][C@@:20]2([CH3:23])[C@@H:7]([CH2:8][CH2:9][C@:10]3([CH3:43])[C@@H:19]2[CH2:18][CH2:17][C@H:16]2[C@@:11]3([CH3:42])[CH2:12][CH2:13][C@@:14]3([C:30]4[O:41][C:34]([C:35]5[CH:36]=[N:37][CH:38]=[CH:39][CH:40]=5)=[N:33][N:32]=4)[CH2:26][CH2:25][C@@H:24]([C:27]([CH3:29])=[CH2:28])[C@@H:15]32)[C:6]1([CH3:45])[CH3:44])(=[O:3])[CH3:2], predict the reactants needed to synthesize it. The reactants are: [C:1]([O:4][C@H:5]1[CH2:22][CH2:21][C@@:20]2([CH3:23])[C@@H:7]([CH2:8][CH2:9][C@:10]3([CH3:43])[C@@H:19]2[CH2:18][CH2:17][C@H:16]2[C@@:11]3([CH3:42])[CH2:12][CH2:13][C@@:14]3([C:30]([NH:32][NH:33][C:34](=[O:41])[C:35]4[CH:40]=[CH:39][CH:38]=[N:37][CH:36]=4)=O)[CH2:26][CH2:25][C@@H:24]([C:27]([CH3:29])=[CH2:28])[C@@H:15]32)[C:6]1([CH3:45])[CH3:44])(=[O:3])[CH3:2].C(N(CC)CC)C. (4) Given the product [Br:33][CH2:34]/[CH:35]=[CH:36]/[C:37]([NH:32][C:5]1[CH:6]=[C:7]2[C:12](=[CH:13][C:4]=1[O:3][CH2:1][CH3:2])[N:11]=[CH:10][N:9]=[C:8]2[NH:14][C:15]1[CH:16]=[C:17]2[C:21](=[CH:22][CH:23]=1)[N:20]([CH2:24][C:25]1[CH:30]=[CH:29][CH:28]=[C:27]([F:31])[CH:26]=1)[N:19]=[CH:18]2)=[O:38], predict the reactants needed to synthesize it. The reactants are: [CH2:1]([O:3][C:4]1[CH:13]=[C:12]2[C:7]([C:8]([NH:14][C:15]3[CH:16]=[C:17]4[C:21](=[CH:22][CH:23]=3)[N:20]([CH2:24][C:25]3[CH:30]=[CH:29][CH:28]=[C:27]([F:31])[CH:26]=3)[N:19]=[CH:18]4)=[N:9][CH:10]=[N:11]2)=[CH:6][C:5]=1[NH2:32])[CH3:2].[Br:33][CH2:34]/[CH:35]=[CH:36]/[C:37](Cl)=[O:38].O. (5) Given the product [C:1]([NH:4][CH2:5][C@@H:6]1[O:10][C:9](=[O:11])[N:8]([C:12]2[CH:17]=[CH:16][C:15]([NH:18][C:20](=[O:22])[CH3:21])=[C:14]([F:19])[CH:13]=2)[CH2:7]1)(=[S:3])[CH3:2], predict the reactants needed to synthesize it. The reactants are: [C:1]([NH:4][CH2:5][C@@H:6]1[O:10][C:9](=[O:11])[N:8]([C:12]2[CH:17]=[CH:16][C:15]([NH2:18])=[C:14]([F:19])[CH:13]=2)[CH2:7]1)(=[S:3])[CH3:2].[C:20](OC(=O)C)(=[O:22])[CH3:21].N1C=CC=CC=1. (6) Given the product [F:1][C:2]1[CH:7]=[CH:6][C:5]([S:8]([N:11]2[CH2:16][C@H:12]2[CH2:13][CH2:14][OH:15])(=[O:10])=[O:9])=[CH:4][CH:3]=1, predict the reactants needed to synthesize it. The reactants are: [F:1][C:2]1[CH:7]=[CH:6][C:5]([S:8]([NH:11][C@@H:12]([CH2:16]O)[CH2:13][CH2:14][OH:15])(=[O:10])=[O:9])=[CH:4][CH:3]=1.C(P(CCCC)CCCC)CCC. (7) Given the product [CH3:1][N:2]1[C:6]([NH:7][C:8]([C:15]2[CH:20]=[CH:19][CH:18]=[CH:17][CH:16]=2)([C:21]2[CH:22]=[CH:23][CH:24]=[CH:25][CH:26]=2)[C:9]2[CH:10]=[CH:11][CH:12]=[CH:13][CH:14]=2)=[C:5]([N:27]([CH2:33][CH2:34][CH2:35][NH:36][C:37]([C:50]2[CH:55]=[CH:54][CH:53]=[CH:52][CH:51]=2)([C:38]2[CH:39]=[CH:40][CH:41]=[CH:42][CH:43]=2)[C:44]2[CH:49]=[CH:48][CH:47]=[CH:46][CH:45]=2)[CH:28]=[O:29])[CH:4]=[N:3]1, predict the reactants needed to synthesize it. The reactants are: [CH3:1][N:2]1[C:6]([NH:7][C:8]([C:21]2[CH:26]=[CH:25][CH:24]=[CH:23][CH:22]=2)([C:15]2[CH:20]=[CH:19][CH:18]=[CH:17][CH:16]=2)[C:9]2[CH:14]=[CH:13][CH:12]=[CH:11][CH:10]=2)=[C:5]([NH:27][CH:28]=[O:29])[CH:4]=[N:3]1.[H-].[Na+].Br[CH2:33][CH2:34][CH2:35][NH:36][C:37]([C:50]1[CH:55]=[CH:54][CH:53]=[CH:52][CH:51]=1)([C:44]1[CH:49]=[CH:48][CH:47]=[CH:46][CH:45]=1)[C:38]1[CH:43]=[CH:42][CH:41]=[CH:40][CH:39]=1.[I-].[Na+].